From a dataset of Full USPTO retrosynthesis dataset with 1.9M reactions from patents (1976-2016). Predict the reactants needed to synthesize the given product. (1) Given the product [F:17][C:18]1[CH:19]=[C:20]([CH:24]=[C:25]([C:27]([F:28])([F:29])[F:30])[CH:26]=1)[C:21]([NH:5][C:4]1[CH:6]=[CH:7][C:8]([CH3:9])=[C:2]([I:1])[CH:3]=1)=[O:22], predict the reactants needed to synthesize it. The reactants are: [I:1][C:2]1[CH:3]=[C:4]([CH:6]=[CH:7][C:8]=1[CH3:9])[NH2:5].C(N(CC)CC)C.[F:17][C:18]1[CH:19]=[C:20]([CH:24]=[C:25]([C:27]([F:30])([F:29])[F:28])[CH:26]=1)[C:21](Cl)=[O:22]. (2) Given the product [CH2:12]([NH:18][C:6](=[O:8])[CH:5]1[CH2:9][CH2:10][CH2:11][N:4]1[C:1](=[O:3])[CH3:2])[CH2:13][CH2:14][CH2:15][CH2:16][CH2:17][CH2:32][CH2:28][CH2:29][CH3:30], predict the reactants needed to synthesize it. The reactants are: [C:1]([N:4]1[CH2:11][CH2:10][CH2:9][CH:5]1[C:6]([OH:8])=O)(=[O:3])[CH3:2].[CH2:12]([NH2:18])[CH2:13][CH2:14][CH2:15][CH2:16][CH3:17].C(N(CC)C(C)C)(C)C.[CH2:28]1[CH2:32]N([P+](ON2N=NC3C=CC=CC2=3)(N2[CH2:30][CH2:29][CH2:28][CH2:32]2)N2[CH2:30][CH2:29][CH2:28][CH2:32]2)[CH2:30][CH2:29]1.F[P-](F)(F)(F)(F)F. (3) Given the product [Cl:23][C:24]1[CH:31]=[CH:30][C:27]([C:28]#[N:29])=[CH:26][C:25]=1[O:32][C:2]1[N:14]=[C:13]([C:15]2[CH:20]=[C:19]([F:21])[CH:18]=[C:17]([F:22])[CH:16]=2)[CH:12]=[CH:11][C:3]=1[C:4]([O:6][C:7]([CH3:10])([CH3:9])[CH3:8])=[O:5], predict the reactants needed to synthesize it. The reactants are: Cl[C:2]1[N:14]=[C:13]([C:15]2[CH:20]=[C:19]([F:21])[CH:18]=[C:17]([F:22])[CH:16]=2)[CH:12]=[CH:11][C:3]=1[C:4]([O:6][C:7]([CH3:10])([CH3:9])[CH3:8])=[O:5].[Cl:23][C:24]1[CH:31]=[CH:30][C:27]([C:28]#[N:29])=[CH:26][C:25]=1[OH:32].C(=O)([O-])[O-].[K+].[K+]. (4) The reactants are: [C:1]([C:5]1[O:9][N:8]=[C:7]([C:10]2[CH:15]=[C:14](Cl)[C:13]([CH:17]3[CH2:19][CH2:18]3)=[CH:12][N:11]=2)[N:6]=1)([CH3:4])([CH3:3])[CH3:2].[CH3:20][C:21]1[O:22][C:23]([CH3:28])=[C:24]([CH2:26][OH:27])[N:25]=1. Given the product [C:1]([C:5]1[O:9][N:8]=[C:7]([C:10]2[CH:15]=[C:14]([O:27][CH2:26][C:24]3[N:25]=[C:21]([CH3:20])[O:22][C:23]=3[CH3:28])[C:13]([CH:17]3[CH2:19][CH2:18]3)=[CH:12][N:11]=2)[N:6]=1)([CH3:4])([CH3:3])[CH3:2], predict the reactants needed to synthesize it. (5) Given the product [CH3:14][CH:13]([CH3:15])[CH2:12][CH:11]([NH2:10])[C:16]12[O:17][CH2:18][C:19]([CH3:24])([CH2:20][O:21]1)[CH2:22][O:23]2, predict the reactants needed to synthesize it. The reactants are: C(OC(=O)[NH:10][CH:11]([C:16]12[O:23][CH2:22][C:19]([CH3:24])([CH2:20][O:21]1)[CH2:18][O:17]2)[CH2:12][CH:13]([CH3:15])[CH3:14])C1C=CC=CC=1.